This data is from Experimentally validated miRNA-target interactions with 360,000+ pairs, plus equal number of negative samples. The task is: Binary Classification. Given a miRNA mature sequence and a target amino acid sequence, predict their likelihood of interaction. (1) The miRNA is mmu-miR-1249-3p with sequence ACGCCCUUCCCCCCCUUCUUCA. The protein sequence of the target gene is MAGQGDCCVKVAVRIRPQLSKEKIEGCHICTSVTPGEPQVLLGKDKAFTYDFVFDLDTWQEQIYSTCVSKLIEGCFEGYNATVLAYGQTGAGKTYTMGTGFDTVTSEEEQGIIPRAIAHLFRGIDERKRRAQEKGVTGPEFKVSAQFLELYNEEILDLFDSTRDPDARHRRSNIKIHEDANGGIYTTGVTSRLINSQEELIQCLKQGALSRTTASTQMNVQSSRSHAIFTIHLCQMRVCAQPDLVNETVTGLPDGAAPTGTEYETLTAKFHFVDLAGSERLKRTGATGERAKEGISINCG.... Result: 0 (no interaction). (2) The miRNA is hsa-miR-2392 with sequence UAGGAUGGGGGUGAGAGGUG. The protein sequence of the target gene is MAELQEVQITEEKPLLPGQTPEAAKEAELAARILLDQGQTHSVETPYGSVTFTVYGTPKPKRPAILTYHDVGLNYKSCFQPLFQFEDMQEIIQNFVRVHVDAPGMEEGAPVFPLGYQYPSLDQLADMIPCVLQYLNFSTIIGVGVGAGAYILARYALNHPDTVEGLVLINIDPNAKGWMDWAAHKLTGLTSSIPEMILGHLFSQEELSGNSELIQKYRNIITHAPNLDNIELYWNSYNNRRDLNFERGGDITLRCPVMLVVGDQAPHEDAVVECNSKLDPTQTSFLKMADSGGQPQLTQP.... Result: 0 (no interaction). (3) The miRNA is hsa-miR-431-5p with sequence UGUCUUGCAGGCCGUCAUGCA. The protein sequence of the target gene is MKRVLVLLLAVAFGHALERGRDYEKNKVCKEFSHLGKEDFTSLSLVLYSRKFPSGTFEQVSQLVKEVVSLTEACCAEGADPDCYDTRTSALSAKSCESNSPFPVHPGTAECCTKEGLERKLCMAALKHQPQEFPTYVEPTNDEICEAFRKDPKEYANQFMWEYSTNYGQAPLSLLVSYTKSYLSMVGSCCTSASPTVCFLKERLQLKHLSLLTTLSNRVCSQYAAYGEKKSRLSNLIKLAQKVPTADLEDVLPLAEDITNILSKCCESASEDCMAKELPEHTVKLCDNLSTKNSKFEDCC.... Result: 0 (no interaction). (4) The miRNA is hsa-miR-1202 with sequence GUGCCAGCUGCAGUGGGGGAG. The protein sequence of the target gene is MAFALLRPVGAHVLYPDVRLLSEDEENRSESDASDQSFGCCEGLEAARRGPGPGSGRRASNGAGPVVVVRQRQAANARERDRTQSVNTAFTALRTLIPTEPVDRKLSKIETLRLASSYIAHLANVLLLGDAADDGQPCFRAAGGGKSAVPAADGRQPRSICTFCLSNQRKGGSRRDLGGSCLKVRGVAPLRGPRR. Result: 0 (no interaction). (5) The miRNA is hsa-miR-3186-5p with sequence CAGGCGUCUGUCUACGUGGCUU. The protein sequence of the target gene is MSDESAREVDKQLRLRVCVLSELQKTERDYVGTLEFLVSAFLHRMNQCAAAKVDKNVTEETVKMLFSNIEEILIVHKEFLKVVEECLYPEPSAQQEVGACFLHFKDKFRIYDEYCSNHEKAQKLLLELNKIRTIRTFLLNCMLLGGRKNTDVPLEGYLVTPIQRICKYPLLLKELLKRTPRRHSDYTAVMEALQAMKAVCSNINEAKRQMEKLEVLEEWQAHIEGWEGSNITDTCTEMLMCGVLMKISSGNIQERVFFLFDNLLVYCKRKHRRLKNSKASTDGYRYVFRGRINTEVMEVE.... Result: 0 (no interaction). (6) The miRNA is mmu-miR-674-5p with sequence GCACUGAGAUGGGAGUGGUGUA. The protein sequence of the target gene is MPRAEPRATLGEQEKAGLPLGAWRLYLLRHFRKQTELRRSGSRDVTGALLVAAAVASEAVGSLRVAEGGPNTLLLQVLRSWPWCNKELKTMEERKVKRRSPKSFSAHCTQVVNAKKNAIPVSKSTGFSNPASQSTSQRPKLKRVMKEKTKPQGGEGKGAQSTPIQHSFLTDVSDVQEMERGLLSLLNDFHSGKLQAFGNECSIEQMEHVRGMQEKLARLNLELYGELEELPEDKRKTASDSNLDRLLSDLEELNSSIQKLHLADAQDVPNTSAS. Result: 0 (no interaction). (7) Result: 0 (no interaction). The miRNA is hsa-miR-522-5p with sequence CUCUAGAGGGAAGCGCUUUCUG. The protein sequence of the target gene is MDCCASRGCSVPTGPATTICSSDKSCRCGVCLPSTCPHTVWLLEPTCCDNCPPPCHIPQPCVPTCFLLNSCQPTPGLETLNLTTFTQPCCEPCLPRGC.